Dataset: Forward reaction prediction with 1.9M reactions from USPTO patents (1976-2016). Task: Predict the product of the given reaction. Given the reactants C([O:3][C:4]([C:6]1[CH:10]=[C:9]([CH3:11])[N:8]([CH:12]([C:14]2[CH:19]=[C:18]([Cl:20])[CH:17]=[CH:16][C:15]=2[O:21][CH2:22][C:23]2[CH:28]=[CH:27][C:26]([F:29])=[CH:25][C:24]=2[Cl:30])[CH3:13])[N:7]=1)=[O:5])C.[OH-].[Na+].C(O)(=O)C, predict the reaction product. The product is: [Cl:20][C:18]1[CH:17]=[CH:16][C:15]([O:21][CH2:22][C:23]2[CH:28]=[CH:27][C:26]([F:29])=[CH:25][C:24]=2[Cl:30])=[C:14]([CH:12]([N:8]2[C:9]([CH3:11])=[CH:10][C:6]([C:4]([OH:5])=[O:3])=[N:7]2)[CH3:13])[CH:19]=1.